From a dataset of Full USPTO retrosynthesis dataset with 1.9M reactions from patents (1976-2016). Predict the reactants needed to synthesize the given product. (1) Given the product [C:1]([O:5][C:6]([NH:8][C@@H:9]1[C@H:14]([NH:15][C:16]2[N:21]=[C:20]([C:40]3[CH:39]=[N:38][N:37]([CH2:35][CH3:36])[CH:41]=3)[C:19]3[C:23](=[O:33])[N:24]([C:26]([O:28][C:29]([CH3:32])([CH3:31])[CH3:30])=[O:27])[CH2:25][C:18]=3[C:17]=2[F:34])[CH2:13][CH2:12][O:11][CH2:10]1)=[O:7])([CH3:4])([CH3:3])[CH3:2], predict the reactants needed to synthesize it. The reactants are: [C:1]([O:5][C:6]([NH:8][C@@H:9]1[C@H:14]([NH:15][C:16]2[N:21]=[C:20](Cl)[C:19]3[C:23](=[O:33])[N:24]([C:26]([O:28][C:29]([CH3:32])([CH3:31])[CH3:30])=[O:27])[CH2:25][C:18]=3[C:17]=2[F:34])[CH2:13][CH2:12][O:11][CH2:10]1)=[O:7])([CH3:4])([CH3:3])[CH3:2].[CH2:35]([N:37]1[CH:41]=[C:40](B2OC(C)(C)C(C)(C)O2)[CH:39]=[N:38]1)[CH3:36]. (2) Given the product [C:50]([C:52]1[CH:53]=[C:54]([NH:2][C:1]2[C:3]3[C:4](=[CH:5][C:6]([O:40][CH2:41][CH2:42][O:43][CH3:44])=[C:7]([O:9][CH2:10][CH2:11][O:12][CH2:13][CH2:14][O:15][CH2:16][CH2:17][O:18][CH2:19][CH2:20][O:21][C:22]4[CH:27]=[C:26]5[C:25]([C:33]([NH:34][C:3]6[CH:8]=[CH:7][CH:6]=[C:5]([C:60]#[CH:59])[CH:4]=6)=[N:30][CH:29]=[N:28]5)=[CH:24][C:23]=4[O:35][CH2:36][CH2:37][O:38][CH3:39])[CH:8]=3)[N:45]=[CH:46][N:47]=2)[CH:56]=[CH:57][CH:58]=1)#[CH:51], predict the reactants needed to synthesize it. The reactants are: [C:1]([C:3]1[CH:8]=[C:7]([O:9][CH2:10][CH2:11][O:12][CH2:13][CH2:14][O:15][CH2:16][CH2:17][O:18][CH2:19][CH2:20][O:21][C:22]2[CH:27]=[C:26](/[N:28]=[CH:29]/[N:30](C)C)[C:25]([C:33]#[N:34])=[CH:24][C:23]=2[O:35][CH2:36][CH2:37][O:38][CH3:39])[C:6]([O:40][CH2:41][CH2:42][O:43][CH3:44])=[CH:5][C:4]=1/[N:45]=[CH:46]/[N:47](C)C)#[N:2].[C:50]([C:52]1[CH:53]=[C:54]([CH:56]=[CH:57][CH:58]=1)N)#[CH:51].[CH3:59][C:60](O)=O. (3) Given the product [CH2:2]([O:3][C:4](=[O:5])[C:6]1[CH:11]=[CH:10][C:9]([O:22][C:19]2[CH:20]=[CH:21][C:16]([O:15][C:14]([F:13])([F:23])[F:24])=[CH:17][CH:18]=2)=[N:8][CH:7]=1)[CH3:1], predict the reactants needed to synthesize it. The reactants are: [CH3:1][CH2:2][O:3][C:4]([C:6]1[CH:11]=[CH:10][C:9](Cl)=[N:8][CH:7]=1)=[O:5].[F:13][C:14]([F:24])([F:23])[O:15][C:16]1[CH:21]=[CH:20][C:19]([OH:22])=[CH:18][CH:17]=1.C(=O)([O-])[O-].[K+].[K+].CN(C)C=O. (4) Given the product [CH:20]1([CH:4]([O:5][C:6]2[C:7]([Cl:19])=[N:8][C:9]([Cl:18])=[N:10][C:11]=2[N:12]2[CH2:13][CH2:14][O:15][CH2:16][CH2:17]2)[CH2:3][OH:2])[CH2:22][CH2:21]1, predict the reactants needed to synthesize it. The reactants are: C[O:2][C:3](=O)[CH:4]([CH:20]1[CH2:22][CH2:21]1)[O:5][C:6]1[C:7]([Cl:19])=[N:8][C:9]([Cl:18])=[N:10][C:11]=1[N:12]1[CH2:17][CH2:16][O:15][CH2:14][CH2:13]1.CC(C[AlH]CC(C)C)C. (5) Given the product [CH3:25][NH:26][C:20]([C:7]1[C:8]2[CH2:9][CH2:10][CH:11]([C:14]3[CH:19]=[CH:18][CH:17]=[CH:16][CH:15]=3)[CH2:12][C:13]=2[C:4]2=[N:3][C:2]([CH3:1])=[C:23]([CH3:24])[N:5]2[CH:6]=1)=[O:22], predict the reactants needed to synthesize it. The reactants are: [CH3:1][C:2]1[N:3]=[C:4]2[C:13]3[CH2:12][CH:11]([C:14]4[CH:19]=[CH:18][CH:17]=[CH:16][CH:15]=4)[CH2:10][CH2:9][C:8]=3[C:7]([C:20]([OH:22])=O)=[CH:6][N:5]2[C:23]=1[CH3:24].[CH3:25][N:26](C(ON1N=NC2C=CC=CC1=2)=[N+](C)C)C.[B-](F)(F)(F)F.CN.[Cl-].[NH4+]. (6) Given the product [CH2:28]([N:23]([CH2:1][C:2]1[CH:7]=[CH:6][CH:5]=[CH:4][CH:3]=1)[C:17]1[CH:16]=[C:15]([CH3:24])[C:14]([O:13][C:12]2[CH:25]=[CH:26][C:9]([O:8][CH2:1][C:2]3[CH:3]=[CH:4][CH:5]=[CH:6][CH:7]=3)=[C:10]([I:27])[CH:11]=2)=[C:22]2[C:18]=1[CH2:19][CH2:20][CH2:21]2)[C:29]1[CH:34]=[CH:33][CH:32]=[CH:31][CH:30]=1, predict the reactants needed to synthesize it. The reactants are: [CH2:1]([O:8][C:9]1[CH:26]=[CH:25][C:12]([O:13][C:14]2[C:15]([CH3:24])=[CH:16][C:17]([NH2:23])=[C:18]3[C:22]=2[CH2:21][CH2:20][CH2:19]3)=[CH:11][C:10]=1[I:27])[C:2]1[CH:7]=[CH:6][CH:5]=[CH:4][CH:3]=1.[CH2:28](Br)[C:29]1[CH:34]=[CH:33][CH:32]=[CH:31][CH:30]=1.C(=O)([O-])[O-].[K+].[K+].